From a dataset of Forward reaction prediction with 1.9M reactions from USPTO patents (1976-2016). Predict the product of the given reaction. (1) The product is: [OH:12][C:5]1[CH:6]=[N:7][C:8]2[C:4]([C:18]=1[C:19]([OH:21])=[O:20])=[CH:3][C:2]([I:1])=[CH:10][CH:9]=2. Given the reactants [I:1][C:2]1[CH:3]=[C:4]2[C:8](=[CH:9][CH:10]=1)[NH:7][C:6](=O)[C:5]2=[O:12].[OH-].[K+].O.BrC[C:18](=O)[C:19]([OH:21])=[O:20].OS([O-])=O.[Na+].Cl, predict the reaction product. (2) Given the reactants C(OC[N:9]1[C:13]2[N:14]=[C:15]([NH:30][C:31]3[CH:36]=[CH:35][C:34]([NH:37][C@H:38]4[CH2:42][CH2:41][N:40]([C:43](=[O:45])[CH3:44])[CH2:39]4)=[CH:33][CH:32]=3)[N:16]=[C:17]([O:18][C:19]3[CH:24]=[CH:23][CH:22]=[C:21]([NH:25][C:26](=[O:29])[CH:27]=[CH2:28])[CH:20]=3)[C:12]=2[CH:11]=[CH:10]1)(=O)C(C)(C)C.CO.C1COCC1.[OH-].[Na+], predict the reaction product. The product is: [C:43]([N:40]1[CH2:41][CH2:42][C@H:38]([NH:37][C:34]2[CH:33]=[CH:32][C:31]([NH:30][C:15]3[N:16]=[C:17]([O:18][C:19]4[CH:20]=[C:21]([NH:25][C:26](=[O:29])[CH:27]=[CH2:28])[CH:22]=[CH:23][CH:24]=4)[C:12]4[CH:11]=[CH:10][NH:9][C:13]=4[N:14]=3)=[CH:36][CH:35]=2)[CH2:39]1)(=[O:45])[CH3:44]. (3) Given the reactants [S-2:1].[Na+].[Na+].[S].[OH-].[Na+].[Cl:7][C:8]1[CH:9]=[C:10](N)[C:11](=[CH:15][CH:16]=1)[C:12]([OH:14])=[O:13].Cl.N([O-])=O.[Na+].N([O-])=O, predict the reaction product. The product is: [Cl:7][C:8]1[CH:9]=[C:10]([SH:1])[C:11](=[CH:15][CH:16]=1)[C:12]([OH:14])=[O:13]. (4) Given the reactants [SH:1][C:2]1[O:3][C:4]2[CH:10]=[CH:9][C:8]([S:11]([NH2:14])(=[O:13])=[O:12])=[CH:7][C:5]=2[N:6]=1.[C:15]([O-])([O-])=O.[K+].[K+].CI, predict the reaction product. The product is: [CH3:15][S:1][C:2]1[O:3][C:4]2[CH:10]=[CH:9][C:8]([S:11]([NH2:14])(=[O:12])=[O:13])=[CH:7][C:5]=2[N:6]=1. (5) Given the reactants C([O:3][C:4](=O)[CH2:5][CH:6]([CH2:11][N+:12]([O-])=O)[CH2:7][CH2:8][CH2:9][CH3:10])C.[H][H], predict the reaction product. The product is: [CH2:7]([CH:6]1[CH2:11][NH:12][C:4](=[O:3])[CH2:5]1)[CH2:8][CH2:9][CH3:10]. (6) The product is: [CH:1]1([CH:4]([C:11]2[C:16]([F:17])=[CH:15][N:14]=[C:13]([O:18][CH3:19])[CH:12]=2)[CH2:5][C:6]([O:8][CH2:9][CH3:10])=[O:7])[CH2:2][CH2:3]1. Given the reactants [CH:1]1([C:4]([C:11]2[C:16]([F:17])=[CH:15][N:14]=[C:13]([O:18][CH3:19])[CH:12]=2)=[CH:5][C:6]([O:8][CH2:9][CH3:10])=[O:7])[CH2:3][CH2:2]1, predict the reaction product.